This data is from Peptide-MHC class I binding affinity with 185,985 pairs from IEDB/IMGT. The task is: Regression. Given a peptide amino acid sequence and an MHC pseudo amino acid sequence, predict their binding affinity value. This is MHC class I binding data. (1) The peptide sequence is YICSQQDTL. The MHC is HLA-A02:01 with pseudo-sequence HLA-A02:01. The binding affinity (normalized) is 0.158. (2) The peptide sequence is VNSIQRRTL. The MHC is H-2-Kb with pseudo-sequence H-2-Kb. The binding affinity (normalized) is 0.216. (3) The peptide sequence is FRYNGLIHR. The MHC is HLA-A33:01 with pseudo-sequence HLA-A33:01. The binding affinity (normalized) is 0.385.